This data is from Forward reaction prediction with 1.9M reactions from USPTO patents (1976-2016). The task is: Predict the product of the given reaction. (1) Given the reactants CN(C=O)C.[C:6]([NH:23][CH2:24][C:25](O)=[O:26])([O:8][CH2:9][CH:10]1[C:22]2[C:17](=[CH:18][CH:19]=[CH:20][CH:21]=2)[C:16]2[C:11]1=[CH:12][CH:13]=[CH:14][CH:15]=2)=[O:7].C(N=C=NC(C)C)(C)C, predict the reaction product. The product is: [CH:13]1[CH:12]=[C:11]2[CH:10]([CH2:9][O:8][C:6]([NH:23][CH2:24][CH:25]=[O:26])=[O:7])[C:22]3[C:17]([C:16]2=[CH:15][CH:14]=1)=[CH:18][CH:19]=[CH:20][CH:21]=3. (2) Given the reactants [CH2:1]([C:5]1([CH2:27][CH2:28][CH2:29][CH3:30])[C:11](=[O:12])[N:10]([C:13]2[CH:18]=[CH:17][C:16]([Cl:19])=[CH:15][CH:14]=2)[C:9]2[CH:20]=[C:21]([Br:26])[C:22]([O:24][CH3:25])=[CH:23][C:8]=2[S:7][CH2:6]1)[CH2:2][CH2:3][CH3:4].C(=O)([O-])[O-:32].[K+].[K+].ClC1C=CC=CC=1C(OO)=O.C([O-])(O)=O.[Na+].[OH2:53], predict the reaction product. The product is: [O:53]=[S:7]1(=[O:32])[C:8]2[CH:23]=[C:22]([O:24][CH3:25])[C:21]([Br:26])=[CH:20][C:9]=2[N:10]([C:13]2[CH:14]=[CH:15][C:16]([Cl:19])=[CH:17][CH:18]=2)[C:11](=[O:12])[C:5]([CH2:27][CH2:28][CH2:29][CH3:30])([CH2:1][CH2:2][CH2:3][CH3:4])[CH2:6]1.